Predict the reaction yield, written as a fraction of the theoretical maximum amount of product (1.0 means a 100% yield; for example, 0.34 means a 34% yield). From a dataset of Reaction yield outcomes from USPTO patents with 853,638 reactions. (1) The reactants are C([NH:8][C@@H:9]([C:12]([OH:14])=[O:13])[CH2:10][OH:11])(OC(C)(C)C)=O.CN1CC[O:19][CH2:18]C1.[CH2:22]([NH2:29])[C:23]1[CH:28]=[CH:27][CH:26]=[CH:25][CH:24]=1.C(P1(=O)OP(CCC)(=O)OP([CH2:44][CH2:45][CH3:46])(=O)O1)CC.Cl[CH2:49]Cl. No catalyst specified. The product is [C:12]([C@@:9]([NH2:8])([CH2:10][OH:11])[C:18]([NH:29][CH2:22][C:23]1[CH:28]=[CH:27][CH:26]=[CH:25][CH:24]=1)=[O:19])([O:14][C:45]([CH3:46])([CH3:49])[CH3:44])=[O:13]. The yield is 0.765. (2) The reactants are [F:1][C:2]1[CH:7]=[CH:6][C:5]([O:8][C:9]2[CH:14]=[CH:13][C:12]([N+:15]([O-])=O)=[CH:11][CH:10]=2)=[CH:4][C:3]=1[C:18]([F:21])([F:20])[F:19]. The catalyst is CO.[Pd]. The product is [F:1][C:2]1[CH:7]=[CH:6][C:5]([O:8][C:9]2[CH:10]=[CH:11][C:12]([NH2:15])=[CH:13][CH:14]=2)=[CH:4][C:3]=1[C:18]([F:19])([F:20])[F:21]. The yield is 0.950. (3) The reactants are [NH:1]1[CH2:5][CH2:4][CH2:3][CH2:2]1.Cl[C:7]1[N:12]2[N:13]=[C:14]([CH3:16])[CH:15]=[C:11]2[N:10]=[C:9]([NH:17][C:18](=[O:30])[C:19]2[CH:24]=[CH:23][C:22]([C:25]([CH3:29])([CH3:28])[CH2:26][OH:27])=[CH:21][CH:20]=2)[CH:8]=1. The catalyst is CO. The product is [OH:27][CH2:26][C:25]([C:22]1[CH:21]=[CH:20][C:19]([C:18]([NH:17][C:9]2[CH:8]=[C:7]([N:1]3[CH2:5][CH2:4][CH2:3][CH2:2]3)[N:12]3[N:13]=[C:14]([CH3:16])[CH:15]=[C:11]3[N:10]=2)=[O:30])=[CH:24][CH:23]=1)([CH3:29])[CH3:28]. The yield is 0.760. (4) The reactants are [CH3:1][O:2][C:3]([C:5]1[CH2:6][O:7][CH2:8][CH2:9][C:10]=1OS(C(F)(F)F)(=O)=O)=[O:4].C(=O)([O-])[O-].[K+].[K+].[C:25]1([C:34]2[CH:39]=[CH:38][CH:37]=[CH:36][CH:35]=2)[CH:30]=[CH:29][C:28](B(O)O)=[CH:27][CH:26]=1.O. The catalyst is C1COCC1.C1C=CC([P]([Pd]([P](C2C=CC=CC=2)(C2C=CC=CC=2)C2C=CC=CC=2)([P](C2C=CC=CC=2)(C2C=CC=CC=2)C2C=CC=CC=2)[P](C2C=CC=CC=2)(C2C=CC=CC=2)C2C=CC=CC=2)(C2C=CC=CC=2)C2C=CC=CC=2)=CC=1. The product is [CH3:1][O:2][C:3]([C:5]1[CH2:6][O:7][CH2:8][CH2:9][C:10]=1[C:37]1[CH:38]=[CH:39][C:34]([C:25]2[CH:30]=[CH:29][CH:28]=[CH:27][CH:26]=2)=[CH:35][CH:36]=1)=[O:4]. The yield is 0.550. (5) The reactants are C[Si](C)(C)[O:3][C:4]([C:6]1[CH:11]=[CH:10][C:9]([N:12]2[CH:16]=[N:15][CH:14]=[N:13]2)=[CH:8][CH:7]=1)=[CH2:5].Br[CH:20]([C:25]1[CH:30]=[C:29]([Cl:31])[CH:28]=[C:27]([Cl:32])[CH:26]=1)[C:21]([F:24])([F:23])[F:22].N1C=CC=CC=1C1C=CC=CN=1. The catalyst is ClC1C=CC=CC=1Cl.Cl[Cu]. The product is [N:12]1([C:9]2[CH:10]=[CH:11][C:6]([C:4](=[O:5])[CH2:3][CH:20]([C:25]3[CH:26]=[C:27]([Cl:32])[CH:28]=[C:29]([Cl:31])[CH:30]=3)[C:21]([F:24])([F:23])[F:22])=[CH:7][CH:8]=2)[CH:16]=[N:15][CH:14]=[N:13]1. The yield is 0.310. (6) The reactants are [NH2:1][C:2]1[C:6]([C:7]#[N:8])=[CH:5][S:4][CH:3]=1.N1C=CC=CC=1.[C:15](O[C:15]([O:17][C:18]([CH3:21])([CH3:20])[CH3:19])=[O:16])([O:17][C:18]([CH3:21])([CH3:20])[CH3:19])=[O:16]. The catalyst is C(Cl)Cl. The product is [C:18]([O:17][C:15]([NH:1][C:2]1[C:6]([C:7]#[N:8])=[CH:5][S:4][CH:3]=1)=[O:16])([CH3:21])([CH3:20])[CH3:19]. The yield is 0.830.